From a dataset of Peptide-MHC class II binding affinity with 134,281 pairs from IEDB. Regression. Given a peptide amino acid sequence and an MHC pseudo amino acid sequence, predict their binding affinity value. This is MHC class II binding data. (1) The peptide sequence is SEIEEFRDRARVPLT. The MHC is HLA-DQA10501-DQB10201 with pseudo-sequence HLA-DQA10501-DQB10201. The binding affinity (normalized) is 0.206. (2) The peptide sequence is LRTLVLAPTRVVLSE. The MHC is HLA-DQA10201-DQB10301 with pseudo-sequence HLA-DQA10201-DQB10301. The binding affinity (normalized) is 0.706.